This data is from Forward reaction prediction with 1.9M reactions from USPTO patents (1976-2016). The task is: Predict the product of the given reaction. (1) Given the reactants [CH2:1]([N:3]([CH2:10][C:11]1[CH:12]=[C:13]([C:17]2[CH:22]=[CH:21][N:20]=[C:19]([NH:23][CH2:24][CH2:25][C:26]3[CH:31]=[CH:30][C:29]([OH:32])=[C:28]([F:33])[CH:27]=3)[N:18]=2)[CH:14]=[CH:15][CH:16]=1)[CH:4]1[CH2:9][CH2:8][NH:7][CH2:6][CH2:5]1)[CH3:2].[CH:34](=O)[CH2:35][CH3:36], predict the reaction product. The product is: [CH2:1]([N:3]([CH2:10][C:11]1[CH:12]=[C:13]([C:17]2[CH:22]=[CH:21][N:20]=[C:19]([NH:23][CH2:24][CH2:25][C:26]3[CH:31]=[CH:30][C:29]([OH:32])=[C:28]([F:33])[CH:27]=3)[N:18]=2)[CH:14]=[CH:15][CH:16]=1)[CH:4]1[CH2:5][CH2:6][N:7]([CH2:34][CH2:35][CH3:36])[CH2:8][CH2:9]1)[CH3:2]. (2) Given the reactants [O:1]([C:8]1[CH:9]=[C:10]([CH:25]=[CH:26][CH:27]=1)[CH2:11][NH:12][C:13]1[CH:18]=[CH:17][C:16]([C@@H:19]2[CH2:21][C@H:20]2[C:22](O)=[O:23])=[CH:15][CH:14]=1)[C:2]1[CH:7]=[CH:6][CH:5]=[CH:4][CH:3]=1.CN(C(ON1N=NC2C=CC=NC1=2)=[N+](C)C)C.F[P-](F)(F)(F)(F)F.[F:52][C:53]([F:57])([F:56])[CH2:54][NH2:55], predict the reaction product. The product is: [O:1]([C:8]1[CH:9]=[C:10]([CH:25]=[CH:26][CH:27]=1)[CH2:11][NH:12][C:13]1[CH:18]=[CH:17][C:16]([C@@H:19]2[CH2:21][C@H:20]2[C:22]([NH:55][CH2:54][C:53]([F:57])([F:56])[F:52])=[O:23])=[CH:15][CH:14]=1)[C:2]1[CH:7]=[CH:6][CH:5]=[CH:4][CH:3]=1. (3) Given the reactants [C:1]([O:5][C:6](=[O:21])[NH:7][CH2:8][CH:9]([OH:20])[CH2:10][C:11]([C:13]1[CH:18]=[CH:17][CH:16]=[CH:15][C:14]=1[Cl:19])=[O:12])([CH3:4])([CH3:3])[CH3:2].N1C=CN=C1.FC(F)(F)C1CCC(C(C)C)C(S(O[Si:42]([C:45]([CH3:48])([CH3:47])[CH3:46])([CH3:44])[CH3:43])(=O)=O)C1, predict the reaction product. The product is: [C:1]([O:5][C:6](=[O:21])[NH:7][CH2:8][CH:9]([O:20][Si:42]([C:45]([CH3:48])([CH3:47])[CH3:46])([CH3:44])[CH3:43])[CH2:10][C:11]([C:13]1[CH:18]=[CH:17][CH:16]=[CH:15][C:14]=1[Cl:19])=[O:12])([CH3:4])([CH3:2])[CH3:3].